This data is from Full USPTO retrosynthesis dataset with 1.9M reactions from patents (1976-2016). The task is: Predict the reactants needed to synthesize the given product. (1) Given the product [OH:46][C@H:45]([C:47]1[CH:48]=[CH:49][C:50]([OH:58])=[C:51]([NH:53][S:54]([CH3:57])(=[O:56])=[O:55])[CH:52]=1)[CH2:44][NH:43][CH2:3][CH2:4][C:5]1[CH:29]=[CH:28][C:8]([NH:9][CH:10]2[CH2:11][CH2:12][N:13]([C:16]([C:18]3[CH:27]=[CH:26][C:21]([C:22]([OH:24])=[O:23])=[CH:20][CH:19]=3)=[O:17])[CH2:14][CH2:15]2)=[CH:7][CH:6]=1, predict the reactants needed to synthesize it. The reactants are: CO[CH:3](OC)[CH2:4][C:5]1[CH:29]=[CH:28][C:8]([NH:9][CH:10]2[CH2:15][CH2:14][N:13]([C:16]([C:18]3[CH:27]=[CH:26][C:21]([C:22]([O:24]C)=[O:23])=[CH:20][CH:19]=3)=[O:17])[CH2:12][CH2:11]2)=[CH:7][CH:6]=1.[I-].[Na+].Cl[Si](Cl)(Cl)C.C(O)(=O)C.[NH2:43][CH2:44][C@@H:45]([C:47]1[CH:48]=[CH:49][C:50]([OH:58])=[C:51]([NH:53][S:54]([CH3:57])(=[O:56])=[O:55])[CH:52]=1)[OH:46].C([BH3-])#N.[Na+]. (2) Given the product [Br:1][C:2]1[C:3]([F:12])=[C:4]([NH:15][C:19](=[O:28])[O:45][C:41]([CH3:44])([CH3:43])[CH3:42])[CH:8]=[C:9]([Cl:11])[CH:10]=1, predict the reactants needed to synthesize it. The reactants are: [Br:1][C:2]1[C:3]([F:12])=[C:4]([CH:8]=[C:9]([Cl:11])[CH:10]=1)C(O)=O.CC[N:15]([CH:19](C)C)C(C)C.C1C=CC([O:28]P(OC2C=CC=CC=2)(N=[N+]=[N-])=O)=CC=1.[C:41]([OH:45])([CH3:44])([CH3:43])[CH3:42].